From a dataset of NCI-60 drug combinations with 297,098 pairs across 59 cell lines. Regression. Given two drug SMILES strings and cell line genomic features, predict the synergy score measuring deviation from expected non-interaction effect. Drug 1: C1=C(C(=O)NC(=O)N1)F. Drug 2: C1=CN(C=N1)CC(O)(P(=O)(O)O)P(=O)(O)O. Cell line: MDA-MB-231. Synergy scores: CSS=15.6, Synergy_ZIP=-5.35, Synergy_Bliss=-0.655, Synergy_Loewe=-0.989, Synergy_HSA=0.869.